This data is from Reaction yield outcomes from USPTO patents with 853,638 reactions. The task is: Predict the reaction yield, written as a fraction of the theoretical maximum amount of product (1.0 means a 100% yield; for example, 0.34 means a 34% yield). (1) The reactants are [CH:1]1[N:5]=[CH:4][N:3]([CH2:6][C:7]([P:13]([OH:16])([OH:15])=[O:14])([P:9]([OH:12])([OH:11])=[O:10])[OH:8])[CH:2]=1.[OH-].[Na+:18].O. The catalyst is C(O)C. The product is [CH:1]1[N:5]=[CH:4][N:3]([CH2:6][C:7]([P:9]([O-:12])([O-:11])=[O:10])([P:13]([O-:15])([OH:16])=[O:14])[OH:8])[CH:2]=1.[Na+:18].[Na+:18].[Na+:18]. The yield is 0.860. (2) The reactants are [CH3:1][N:2]1[CH2:33][CH2:32][CH2:31][C@:3]1([CH3:34])[C:4]([NH:6][C@H:7]([C:11]([N:13]([C@@H:15]([C@@H:27]([CH3:30])[CH2:28][CH3:29])[C@H:16]([O:25][CH3:26])[CH2:17][C:18]([O:20]C(C)(C)C)=[O:19])[CH3:14])=[O:12])[CH:8]([CH3:10])[CH3:9])=[O:5].FC(F)(F)C(O)=O. The catalyst is ClCCl. The product is [CH3:1][N:2]1[CH2:33][CH2:32][CH2:31][C@:3]1([CH3:34])[C:4]([NH:6][C@H:7]([C:11]([N:13]([C@@H:15]([C@@H:27]([CH3:30])[CH2:28][CH3:29])[C@H:16]([O:25][CH3:26])[CH2:17][C:18]([OH:20])=[O:19])[CH3:14])=[O:12])[CH:8]([CH3:10])[CH3:9])=[O:5]. The yield is 1.00. (3) The catalyst is O.N1C=CC=CC=1. The product is [OH:10][C:7]1[CH:8]=[CH:9][C:4]([CH2:3][CH2:2][N:1]2[C:14](=[O:15])[CH2:13][C:12]([CH3:20])([CH3:11])[CH2:18][C:17]2=[O:16])=[CH:5][CH:6]=1. The yield is 0.110. The reactants are [NH2:1][CH2:2][CH2:3][C:4]1[CH:9]=[CH:8][C:7]([OH:10])=[CH:6][CH:5]=1.[CH3:11][C:12]1([CH3:20])[CH2:18][C:17](=O)[O:16][C:14](=[O:15])[CH2:13]1.C(Cl)Cl.S(Cl)(Cl)=O. (4) The reactants are N12CCN(CC1)CC2.[C:9]([O:13][C:14]([N:16]1[CH2:21][CH2:20][CH:19]([CH2:22][OH:23])[CH2:18][CH2:17]1)=[O:15])([CH3:12])([CH3:11])[CH3:10].[C:24]1([CH3:34])[CH:29]=[CH:28][C:27]([S:30](Cl)(=[O:32])=[O:31])=[CH:26][CH:25]=1. The catalyst is COC(C)(C)C.CCOCC. The product is [C:9]([O:13][C:14]([N:16]1[CH2:21][CH2:20][CH:19]([CH2:22][O:23][S:30]([C:27]2[CH:28]=[CH:29][C:24]([CH3:34])=[CH:25][CH:26]=2)(=[O:32])=[O:31])[CH2:18][CH2:17]1)=[O:15])([CH3:12])([CH3:11])[CH3:10]. The yield is 0.850. (5) The reactants are [Br:1][C:2]1[CH:7]=[C:6]([F:8])[CH:5]=[C:4]([Br:9])[C:3]=1[O:10][CH3:11].[N+:12]([O-])([OH:14])=[O:13]. The catalyst is OS(O)(=O)=O. The product is [Br:1][C:2]1[CH:7]=[C:6]([F:8])[C:5]([N+:12]([O-:14])=[O:13])=[C:4]([Br:9])[C:3]=1[O:10][CH3:11]. The yield is 0.739. (6) The reactants are [Br:1][C:2]1[CH:3]=[C:4]([CH:6]=[CH:7][CH:8]=1)[NH2:5].[F:9][B-:10]([F:13])([F:12])[F:11].[Li+].[N:15]([O-])=O.[Na+]. The catalyst is Cl.O. The product is [F:9][B-:10]([F:13])([F:12])[F:11].[Br:1][C:2]1[CH:3]=[C:4]([N+:5]#[N:15])[CH:6]=[CH:7][CH:8]=1. The yield is 0.930. (7) The reactants are Cl.[C:2]([O:6][C:7]([N:9]1[CH2:12][CH:11]([CH2:13][NH2:14])[CH2:10]1)=[O:8])([CH3:5])([CH3:4])[CH3:3].CCN(CC)CC.[Cl:22][C:23]1[N:28]=[C:27](Cl)[N:26]=[C:25]([N:30]2[CH2:35][CH2:34][O:33][CH2:32][CH2:31]2)[N:24]=1. The product is [C:2]([O:6][C:7]([N:9]1[CH2:12][CH:11]([CH2:13][NH:14][C:27]2[N:28]=[C:23]([Cl:22])[N:24]=[C:25]([N:30]3[CH2:31][CH2:32][O:33][CH2:34][CH2:35]3)[N:26]=2)[CH2:10]1)=[O:8])([CH3:5])([CH3:4])[CH3:3]. The yield is 0.460. The catalyst is C1COCC1.